Dataset: Full USPTO retrosynthesis dataset with 1.9M reactions from patents (1976-2016). Task: Predict the reactants needed to synthesize the given product. Given the product [ClH:20].[NH2:21][CH:5]([C:7]1[CH:19]=[CH:18][C:10]([C:11]([O:13][C:14]([CH3:17])([CH3:16])[CH3:15])=[O:12])=[CH:9][CH:8]=1)[CH2:1][CH3:2], predict the reactants needed to synthesize it. The reactants are: [CH2:1]([Mg]Br)[CH3:2].[CH:5]([C:7]1[CH:19]=[CH:18][C:10]([C:11]([O:13][C:14]([CH3:17])([CH3:16])[CH3:15])=[O:12])=[CH:9][CH:8]=1)=O.[Cl-:20].[NH4+:21].O.N.